Dataset: Reaction yield outcomes from USPTO patents with 853,638 reactions. Task: Predict the reaction yield, written as a fraction of the theoretical maximum amount of product (1.0 means a 100% yield; for example, 0.34 means a 34% yield). (1) The reactants are Br[CH2:2][CH2:3][O:4][C:5]1[CH:10]=[CH:9][C:8]([NH:11][C:12](=[O:21])[C:13]2[CH:18]=[CH:17][C:16]([F:19])=[CH:15][C:14]=2[F:20])=[CH:7][C:6]=1[C:22]1[N:23]([CH3:27])[N:24]=[CH:25][CH:26]=1.C(N(CC)C(C)C)(C)C.[NH2:37][CH:38]1[CH2:43][CH2:42][O:41][CH2:40][CH2:39]1. The catalyst is CN(C)C(=O)C. The product is [F:20][C:14]1[CH:15]=[C:16]([F:19])[CH:17]=[CH:18][C:13]=1[C:12]([NH:11][C:8]1[CH:9]=[CH:10][C:5]([O:4][CH2:3][CH2:2][NH:37][CH:38]2[CH2:43][CH2:42][O:41][CH2:40][CH2:39]2)=[C:6]([C:22]2[N:23]([CH3:27])[N:24]=[CH:25][CH:26]=2)[CH:7]=1)=[O:21]. The yield is 0.590. (2) The yield is 0.910. The catalyst is ClCCCl. The product is [C:24](=[O:25])([O:20][C@H:3]([CH2:4][N:5]1[C:9]([C:10]2[CH:15]=[CH:14][C:13]([C:16]([F:19])([F:18])[F:17])=[CH:12][CH:11]=2)=[CH:8][CH:7]=[N:6]1)[C:2]([CH3:22])([CH3:21])[CH3:1])[O:26][C:27]1[CH:28]=[CH:29][C:30]([N+:33]([O-:35])=[O:34])=[CH:31][CH:32]=1. The reactants are [CH3:1][C:2]([CH3:22])([CH3:21])[C@H:3]([OH:20])[CH2:4][N:5]1[C:9]([C:10]2[CH:15]=[CH:14][C:13]([C:16]([F:19])([F:18])[F:17])=[CH:12][CH:11]=2)=[CH:8][CH:7]=[N:6]1.Cl[C:24]([O:26][C:27]1[CH:32]=[CH:31][C:30]([N+:33]([O-:35])=[O:34])=[CH:29][CH:28]=1)=[O:25].N1C=CC=CC=1.C(=O)(O)[O-].[Na+]. (3) The reactants are [CH:1]1([CH2:4][O:5][C:6]2[CH:7]=[CH:8][C:9]3[O:13][C:12]([CH:14]([NH:18][C:19]4[CH:20]=[CH:21][C:22]([C:25]([O:27]C)=[O:26])=[N:23][CH:24]=4)[CH:15]([CH3:17])[CH3:16])=[C:11]([CH3:29])[C:10]=3[CH:30]=2)[CH2:3][CH2:2]1.O1CCCC1.[OH-].[Na+]. The catalyst is C(O)C. The product is [CH:1]1([CH2:4][O:5][C:6]2[CH:7]=[CH:8][C:9]3[O:13][C:12]([CH:14]([NH:18][C:19]4[CH:20]=[CH:21][C:22]([C:25]([OH:27])=[O:26])=[N:23][CH:24]=4)[CH:15]([CH3:17])[CH3:16])=[C:11]([CH3:29])[C:10]=3[CH:30]=2)[CH2:3][CH2:2]1. The yield is 0.800. (4) The reactants are [Br:1][C:2]1[CH:7]=[CH:6][C:5]([CH2:8][C:9]([OH:11])=O)=[C:4]([CH3:12])[CH:3]=1.C(Cl)(=O)C(Cl)=O.[CH2:19]([C@H:26]1[CH2:30][O:29][C:28](=[O:31])[NH:27]1)[C:20]1[CH:25]=[CH:24][CH:23]=[CH:22][CH:21]=1.C([Li])CCC.[Cl-].[NH4+]. The catalyst is C(Cl)Cl.C1COCC1.CN(C=O)C. The product is [CH2:19]([C@H:26]1[CH2:30][O:29][C:28](=[O:31])[N:27]1[C:9](=[O:11])[CH2:8][C:5]1[CH:6]=[CH:7][C:2]([Br:1])=[CH:3][C:4]=1[CH3:12])[C:20]1[CH:21]=[CH:22][CH:23]=[CH:24][CH:25]=1. The yield is 0.760. (5) The reactants are [BrH:1].IC(C)CN[C:6]1[C:11](I)=[CH:10][CH:9]=[CH:8][CH:7]=1.N([O-])=O.[Na+].O.O.O.O.O.O.O.O.O.O.C(=O)([O-])[O-].[Na+].[Na+]. The catalyst is O. The product is [Br:1][C:6]1[C:7]([CH:6]([CH3:11])[CH3:7])=[CH:8][CH:9]=[CH:10][C:11]=1[CH:9]([CH3:10])[CH3:8]. The yield is 0.800. (6) The reactants are F[C:2](F)(F)C1C2C=CC3C=C(C(OCC)=O)NC=3C=2N=C(C(F)(F)F)C=1.NN.[F:29][C:30]([F:53])([F:52])[C:31]1[C:40]2[CH:39]=[CH:38][C:37]3[CH:41]=[C:42]([C:44]([NH:46][NH2:47])=[O:45])[NH:43][C:36]=3[C:35]=2[N:34]=[C:33]([C:48]([F:51])([F:50])[F:49])[CH:32]=1.CC1C=CC(S(O)(=O)=O)=CC=1.C(OC(OCC)OCC)C. The catalyst is C(O)C. The product is [F:53][C:30]([F:29])([F:52])[C:31]1[C:40]2[CH:39]=[CH:38][C:37]3[CH:41]=[C:42]([C:44]4[O:45][CH:2]=[N:47][N:46]=4)[NH:43][C:36]=3[C:35]=2[N:34]=[C:33]([C:48]([F:49])([F:50])[F:51])[CH:32]=1. The yield is 0.216.